From a dataset of Catalyst prediction with 721,799 reactions and 888 catalyst types from USPTO. Predict which catalyst facilitates the given reaction. (1) Reactant: [CH3:1][C:2]1[C:6]([C:7]2[CH:8]=[C:9]3[N:25]([CH3:26])[CH:24]=[CH:23][C:10]3=[N:11][C:12]=2[C@@H:13]([NH:15]C(=O)OC(C)(C)C)[CH3:14])=[C:5]([CH3:27])[O:4][N:3]=1.[ClH:28].O1CCOCC1. Product: [ClH:28].[CH3:1][C:2]1[C:6]([C:7]2[CH:8]=[C:9]3[N:25]([CH3:26])[CH:24]=[CH:23][C:10]3=[N:11][C:12]=2[C@@H:13]([NH2:15])[CH3:14])=[C:5]([CH3:27])[O:4][N:3]=1. The catalyst class is: 2. (2) Reactant: C([Sn](CCCC)(CCCC)[CH2:6][O:7][CH2:8][Sn](CCCC)(CCCC)CCCC)CCC.Br[C:31]1[C:32](Cl)=[N:33][C:34]([NH2:37])=[N:35][CH:36]=1.CC(C1C=C(C(C)C)C(C2C=CC=CC=2P(C2CCCCC2)C2CCCCC2)=C(C(C)C)C=1)C. Product: [N:33]1[C:32]2[CH2:6][O:7][CH2:8][C:31]=2[CH:36]=[N:35][C:34]=1[NH2:37]. The catalyst class is: 102. (3) Reactant: Cl[C:2]([O:4][C:5]1[CH:10]=[CH:9][CH:8]=[CH:7][CH:6]=1)=[O:3].[NH2:11][C:12]1[CH:19]=[C:18]([O:20][C@H:21]([CH3:25])[CH2:22][O:23][CH3:24])[C:15]([C:16]#[N:17])=[CH:14][N:13]=1.N1C=CC=CC=1. Product: [C:5]1([O:4][C:2](=[O:3])[NH:11][C:12]2[CH:19]=[C:18]([O:20][C@H:21]([CH3:25])[CH2:22][O:23][CH3:24])[C:15]([C:16]#[N:17])=[CH:14][N:13]=2)[CH:10]=[CH:9][CH:8]=[CH:7][CH:6]=1. The catalyst class is: 1. (4) Reactant: Cl[C:2]1[O:3][C:4]([CH2:14][CH2:15][CH2:16][O:17][C:18]2[CH:23]=[CH:22][CH:21]=[CH:20][C:19]=2[CH3:24])=[C:5]([C:7]2[CH:12]=[CH:11][C:10]([Cl:13])=[CH:9][CH:8]=2)[N:6]=1.[CH:25]([C:28]1[NH:29][CH:30]=[CH:31][N:32]=1)([CH3:27])[CH3:26].C(=O)([O-])[O-].[K+].[K+].CN(C)C=O. Product: [Cl:13][C:10]1[CH:11]=[CH:12][C:7]([C:5]2[N:6]=[C:2]([N:29]3[CH:30]=[CH:31][N:32]=[C:28]3[CH:25]([CH3:27])[CH3:26])[O:3][C:4]=2[CH2:14][CH2:15][CH2:16][O:17][C:18]2[CH:23]=[CH:22][CH:21]=[CH:20][C:19]=2[CH3:24])=[CH:8][CH:9]=1. The catalyst class is: 6.